This data is from NCI-60 drug combinations with 297,098 pairs across 59 cell lines. The task is: Regression. Given two drug SMILES strings and cell line genomic features, predict the synergy score measuring deviation from expected non-interaction effect. (1) Drug 1: CC12CCC3C(C1CCC2=O)CC(=C)C4=CC(=O)C=CC34C. Drug 2: COC1=C2C(=CC3=C1OC=C3)C=CC(=O)O2. Cell line: HL-60(TB). Synergy scores: CSS=59.1, Synergy_ZIP=5.17, Synergy_Bliss=6.24, Synergy_Loewe=5.60, Synergy_HSA=5.33. (2) Drug 1: C1CCC(C1)C(CC#N)N2C=C(C=N2)C3=C4C=CNC4=NC=N3. Drug 2: CC1C(C(CC(O1)OC2CC(CC3=C2C(=C4C(=C3O)C(=O)C5=CC=CC=C5C4=O)O)(C(=O)C)O)N)O. Cell line: SNB-19. Synergy scores: CSS=35.8, Synergy_ZIP=2.97, Synergy_Bliss=1.96, Synergy_Loewe=-40.7, Synergy_HSA=-0.0755. (3) Synergy scores: CSS=10.1, Synergy_ZIP=-1.39, Synergy_Bliss=1.21, Synergy_Loewe=0.439, Synergy_HSA=1.87. Cell line: UACC-257. Drug 2: CC1=C(N=C(N=C1N)C(CC(=O)N)NCC(C(=O)N)N)C(=O)NC(C(C2=CN=CN2)OC3C(C(C(C(O3)CO)O)O)OC4C(C(C(C(O4)CO)O)OC(=O)N)O)C(=O)NC(C)C(C(C)C(=O)NC(C(C)O)C(=O)NCCC5=NC(=CS5)C6=NC(=CS6)C(=O)NCCC[S+](C)C)O. Drug 1: CC1=C(C(=CC=C1)Cl)NC(=O)C2=CN=C(S2)NC3=CC(=NC(=N3)C)N4CCN(CC4)CCO. (4) Drug 1: C1C(C(OC1N2C=NC3=C2NC=NCC3O)CO)O. Drug 2: B(C(CC(C)C)NC(=O)C(CC1=CC=CC=C1)NC(=O)C2=NC=CN=C2)(O)O. Cell line: IGROV1. Synergy scores: CSS=20.9, Synergy_ZIP=0.564, Synergy_Bliss=0.0675, Synergy_Loewe=-43.1, Synergy_HSA=-0.818.